Dataset: Reaction yield outcomes from USPTO patents with 853,638 reactions. Task: Predict the reaction yield, written as a fraction of the theoretical maximum amount of product (1.0 means a 100% yield; for example, 0.34 means a 34% yield). The reactants are [S:1]1[CH:5]=[CH:4][CH:3]=[C:2]1[CH:6]([CH3:9])[CH:7]=O.[Cl:10][C:11]1[C:18]([C:19]([F:22])([F:21])[F:20])=[CH:17][CH:16]=[CH:15][C:12]=1[CH2:13][NH2:14].C(O[BH-](OC(=O)C)OC(=O)C)(=O)C.[Na+].O. The catalyst is ClCCl.CCCCCC. The product is [Cl:10][C:11]1[C:18]([C:19]([F:20])([F:21])[F:22])=[CH:17][CH:16]=[CH:15][C:12]=1[CH2:13][NH:14][CH2:7][CH:6]([C:2]1[S:1][CH:5]=[CH:4][CH:3]=1)[CH3:9]. The yield is 0.400.